This data is from Forward reaction prediction with 1.9M reactions from USPTO patents (1976-2016). The task is: Predict the product of the given reaction. (1) Given the reactants I[C:2]1[N:6]2[CH:7]=[CH:8][C:9](/[CH:11]=[CH:12]/[C:13]3[N:14]([CH3:18])[CH:15]=[CH:16][N:17]=3)=[CH:10][C:5]2=[N:4][CH:3]=1.CC1(C)C(C)(C)OB([C:27]2[CH:28]=[C:29]([NH:33][C:34]([NH:36][CH2:37][C:38]([F:41])([F:40])[F:39])=[O:35])[CH:30]=[CH:31][CH:32]=2)O1, predict the reaction product. The product is: [CH3:18][N:14]1[CH:15]=[CH:16][N:17]=[C:13]1/[CH:12]=[CH:11]/[C:9]1[CH:8]=[CH:7][N:6]2[C:2]([C:31]3[CH:30]=[C:29]([NH:33][C:34]([NH:36][CH2:37][C:38]([F:39])([F:40])[F:41])=[O:35])[CH:28]=[CH:27][CH:32]=3)=[CH:3][N:4]=[C:5]2[CH:10]=1. (2) Given the reactants [OH:1][C:2]1[CH:10]=[CH:9][C:5]([C:6]([OH:8])=O)=[CH:4][N:3]=1.S(Cl)(Cl)=O.[O:15]1[CH2:20][CH2:19][NH:18][C:17]2[CH:21]=[N:22][CH:23]=[CH:24][C:16]1=2.C(=O)([O-])[O-].[K+].[K+].C(=O)([O-])O.[Na+], predict the reaction product. The product is: [O:15]1[CH2:20][CH2:19][N:18]([C:6]([C:5]2[CH:4]=[N:3][C:2]([OH:1])=[CH:10][CH:9]=2)=[O:8])[C:17]2[CH:21]=[N:22][CH:23]=[CH:24][C:16]1=2. (3) Given the reactants Br[C:2]1[CH:7]=[CH:6][N:5]([CH:8]2[CH2:11][O:10][CH2:9]2)[C:4](=[O:12])[CH:3]=1.[OH:13][C:14]([CH3:47])([CH3:46])[CH2:15][C@@:16]1([C:40]2[CH:45]=[CH:44][CH:43]=[CH:42][CH:41]=2)[O:21][C:20](=[O:22])[N:19]([C@H:23]([C:25]2[CH:30]=[CH:29][C:28](B3OC(C)(C)C(C)(C)O3)=[CH:27][CH:26]=2)[CH3:24])[CH2:18][CH2:17]1.C([O-])(O)=O.[Na+], predict the reaction product. The product is: [OH:13][C:14]([CH3:46])([CH3:47])[CH2:15][C@@:16]1([C:40]2[CH:45]=[CH:44][CH:43]=[CH:42][CH:41]=2)[O:21][C:20](=[O:22])[N:19]([C@H:23]([C:25]2[CH:26]=[CH:27][C:28]([C:2]3[CH:7]=[CH:6][N:5]([CH:8]4[CH2:11][O:10][CH2:9]4)[C:4](=[O:12])[CH:3]=3)=[CH:29][CH:30]=2)[CH3:24])[CH2:18][CH2:17]1. (4) Given the reactants [N:1]1[NH:2][N:3]=[N:4][C:5]=1[CH2:6][NH:7][C:8]([C@@H:10]1[CH2:18][C:17]2[C:12](=[CH:13][CH:14]=[CH:15][CH:16]=2)[N:11]1[C:19](=[O:50])[C@@H:20]([NH:32][C:33](=[O:49])[C@@H:34]([NH:39][C:40](=[O:48])[CH2:41][C:42]1[CH:47]=[CH:46][CH:45]=[CH:44][CH:43]=1)[C@@H:35]([CH3:38])[CH2:36][CH3:37])[CH2:21][CH2:22][CH2:23][CH2:24][NH:25]C(OCC=C)=C)=[O:9].C([SiH](CC)CC)C, predict the reaction product. The product is: [NH2:25][CH2:24][CH2:23][CH2:22][CH2:21][C@H:20]([NH:32][C:33](=[O:49])[C@@H:34]([NH:39][C:40](=[O:48])[CH2:41][C:42]1[CH:47]=[CH:46][CH:45]=[CH:44][CH:43]=1)[C@@H:35]([CH3:38])[CH2:36][CH3:37])[C:19]([N:11]1[C:12]2[C:17](=[CH:16][CH:15]=[CH:14][CH:13]=2)[CH2:18][C@H:10]1[C:8]([NH:7][CH2:6][C:5]1[N:1]=[N:2][NH:3][N:4]=1)=[O:9])=[O:50]. (5) Given the reactants [C:1]([NH:4][C:5]1[N:10]=[CH:9][C:8]([N:11]2[C:15]([CH2:16][CH2:17][CH3:18])=[C:14]([C:19]([O:21]C)=[O:20])[N:13]=[N:12]2)=[CH:7][CH:6]=1)(=[O:3])[CH3:2].[OH-].[Na+], predict the reaction product. The product is: [C:1]([NH:4][C:5]1[N:10]=[CH:9][C:8]([N:11]2[C:15]([CH2:16][CH2:17][CH3:18])=[C:14]([C:19]([OH:21])=[O:20])[N:13]=[N:12]2)=[CH:7][CH:6]=1)(=[O:3])[CH3:2]. (6) Given the reactants [CH:1]([C:4]1([CH2:12][OH:13])[CH2:9][CH2:8][C:7]([CH3:10])=[CH:6][CH:5]1[CH3:11])([CH3:3])[CH3:2].CS(O)(=O)=O, predict the reaction product. The product is: [CH:1]([C:4]12[CH2:9][CH2:8][C:7]([CH3:10])([CH2:6][CH:5]1[CH3:11])[O:13][CH2:12]2)([CH3:3])[CH3:2]. (7) Given the reactants [N+:1]([C:4]1[CH:9]=[CH:8][C:7]([O:10][C:11](Cl)=[O:12])=[CH:6][CH:5]=1)([O-:3])=[O:2].[NH2:14][CH2:15][CH:16]1[CH2:21][CH2:20][C:19]([N:28]([CH3:30])[CH3:29])([C:22]2[CH:27]=[CH:26][CH:25]=[CH:24][CH:23]=2)[CH2:18][CH2:17]1.N1C=CC=CC=1, predict the reaction product. The product is: [N+:1]([C:4]1[CH:9]=[CH:8][C:7]([O:10][C:11](=[O:12])[NH:14][CH2:15][CH:16]2[CH2:17][CH2:18][C:19]([N:28]([CH3:30])[CH3:29])([C:22]3[CH:23]=[CH:24][CH:25]=[CH:26][CH:27]=3)[CH2:20][CH2:21]2)=[CH:6][CH:5]=1)([O-:3])=[O:2].